This data is from Catalyst prediction with 721,799 reactions and 888 catalyst types from USPTO. The task is: Predict which catalyst facilitates the given reaction. (1) Reactant: C[O:2][C:3]([C:5]1[CH:10]=[N:9][CH:8]=[CH:7][N:6]=1)=O.O.[NH2:12][NH2:13]. Product: [N:6]1[CH:7]=[CH:8][N:9]=[CH:10][C:5]=1[C:3]([NH:12][NH2:13])=[O:2]. The catalyst class is: 14. (2) Reactant: [Cl:1][C:2]1[C:3](S(C)=O)=[N:4][C:5]([NH:8][C@@H:9]2[CH2:14][CH2:13][CH2:12][C@H:11]([C:15]([NH2:17])=[O:16])[CH2:10]2)=[N:6][CH:7]=1.CC1C=CC(S(O)(=O)=O)=CC=1.O1CCOCC1.[NH2:38][C:39]1[CH:44]=[CH:43][CH:42]=[CH:41][C:40]=1[NH:45][C:46](=[O:49])[CH:47]=[CH2:48]. Product: [C:46]([NH:45][C:40]1[CH:41]=[CH:42][CH:43]=[CH:44][C:39]=1[NH:38][C:3]1[C:2]([Cl:1])=[CH:7][N:6]=[C:5]([NH:8][C@@H:9]2[CH2:14][CH2:13][CH2:12][C@H:11]([C:15]([NH2:17])=[O:16])[CH2:10]2)[N:4]=1)(=[O:49])[CH:47]=[CH2:48]. The catalyst class is: 254. (3) Reactant: Cl[C:2]1[C:11]2[N:12]=[CH:13][N:14]([CH2:15][CH:16]([CH3:18])[CH3:17])[C:10]=2[C:9]2[CH:8]=[CH:7][CH:6]=[CH:5][C:4]=2[N:3]=1.[NH2:19]C(N)=O.CS(C)=O.[OH-].[Na+]. Product: [CH3:17][CH:16]([CH2:15][N:14]1[C:10]2[C:9]3[CH:8]=[CH:7][CH:6]=[CH:5][C:4]=3[N:3]=[C:2]([NH2:19])[C:11]=2[N:12]=[CH:13]1)[CH3:18]. The catalyst class is: 6. (4) Reactant: [CH3:1][O:2][C:3]1[CH:4]=[C:5](/[CH:11]=[CH:12]/[C:13]2[CH:22]=[C:21]([C:23]([OH:25])=[O:24])[C:20]3[C:15](=[CH:16][CH:17]=[C:18]([O:26][CH3:27])[CH:19]=3)[N:14]=2)[CH:6]=[CH:7][C:8]=1[O:9][CH3:10]. Product: [CH3:1][O:2][C:3]1[CH:4]=[C:5]([CH2:11][CH2:12][C:13]2[CH:22]=[C:21]([C:23]([OH:25])=[O:24])[C:20]3[C:15](=[CH:16][CH:17]=[C:18]([O:26][CH3:27])[CH:19]=3)[N:14]=2)[CH:6]=[CH:7][C:8]=1[O:9][CH3:10]. The catalyst class is: 5.